This data is from Full USPTO retrosynthesis dataset with 1.9M reactions from patents (1976-2016). The task is: Predict the reactants needed to synthesize the given product. (1) The reactants are: [F:1][C:2]1[CH:3]=[C:4]([C:8]2[C:9]([N:26]3[CH2:31][CH2:30][N:29]([C:32]([O:34][C:35](C)(C)[CH3:36])=[O:33])[CH2:28][CH2:27]3)=[C:10]3[CH:16]=[CH:15][N:14](S(C4C=CC=CC=4)(=O)=O)[C:11]3=[N:12][CH:13]=2)[CH:5]=[CH:6][CH:7]=1.[CH2:39]1COC[CH2:40]1.CO.[Li+].[OH-]. Given the product [F:1][C:2]1[CH:3]=[C:4]([C:8]2[C:9]([N:26]3[CH2:31][CH2:30][N:29]([C:32]([O:34][CH2:35][CH2:36][CH2:39][CH3:40])=[O:33])[CH2:28][CH2:27]3)=[C:10]3[CH:16]=[CH:15][NH:14][C:11]3=[N:12][CH:13]=2)[CH:5]=[CH:6][CH:7]=1, predict the reactants needed to synthesize it. (2) Given the product [CH3:32][C:9]1([CH3:31])[NH:5][C:6](=[O:8])[N:11]([C:12]2[CH:13]=[N:14][C:15]([O:18][C:19]3[C:24]4[C:25]5([CH2:28][O:29][C:23]=4[CH:22]=[CH:21][CH:20]=3)[CH2:26][CH2:27]5)=[CH:16][CH:17]=2)[C:10]1=[O:30], predict the reactants needed to synthesize it. The reactants are: CC([N:5]([C:9]([CH3:32])([CH3:31])[C:10](=[O:30])[NH:11][C:12]1[CH:13]=[N:14][C:15]([O:18][C:19]2[C:24]3[C:25]4([CH2:28][O:29][C:23]=3[CH:22]=[CH:21][CH:20]=2)[CH2:27][CH2:26]4)=[CH:16][CH:17]=1)[C:6](=[O:8])[O-])(C)C.ClC(Cl)(OC(=O)OC(Cl)(Cl)Cl)Cl. (3) Given the product [C:57]([CH2:56][C@H:55]([NH:54][C:19](=[O:21])[C:18]1[CH:22]=[CH:23][C:15]([N:12]2[C:13]([OH:14])=[C:9]([C:6]3[CH:5]=[CH:4][C:3]([C:1]#[N:2])=[CH:8][CH:7]=3)[CH:10]=[N:11]2)=[N:16][CH:17]=1)[CH2:59][CH3:60])#[N:58], predict the reactants needed to synthesize it. The reactants are: [C:1]([C:3]1[CH:8]=[CH:7][C:6]([C:9]2[CH:10]=[N:11][N:12]([C:15]3[CH:23]=[CH:22][C:18]([C:19]([OH:21])=O)=[CH:17][N:16]=3)[C:13]=2[OH:14])=[CH:5][CH:4]=1)#[N:2].CCN=C=NCCCN(C)C.C1C=CC2N(O)N=NC=2C=1.C(N(CC)C(C)C)(C)C.[NH2:54][C@H:55]([CH2:59][CH3:60])[CH2:56][C:57]#[N:58]. (4) Given the product [CH2:1]([O:3][P:4]([C:9]1[CH:18]=[CH:17][C:16]2[C:11](=[C:12]([C:20]3[C:29]4[C:24](=[CH:25][CH:26]=[CH:27][CH:28]=4)[CH:23]=[CH:22][CH:21]=3)[CH:13]=[C:14]([C:35]3[CH:34]=[N:33][C:32]([O:31][CH3:30])=[CH:37][CH:36]=3)[CH:15]=2)[N:10]=1)(=[O:8])[O:5][CH2:6][CH3:7])[CH3:2], predict the reactants needed to synthesize it. The reactants are: [CH2:1]([O:3][P:4]([C:9]1[CH:18]=[CH:17][C:16]2[C:11](=[C:12]([C:20]3[C:29]4[C:24](=[CH:25][CH:26]=[CH:27][CH:28]=4)[CH:23]=[CH:22][CH:21]=3)[CH:13]=[C:14](I)[CH:15]=2)[N:10]=1)(=[O:8])[O:5][CH2:6][CH3:7])[CH3:2].[CH3:30][O:31][C:32]1[CH:37]=[CH:36][C:35](B(O)O)=[CH:34][N:33]=1. (5) Given the product [ClH:34].[CH3:1][C:2]1[C:7]2[C:8]([CH2:11][N:12]3[C:16]4[CH:17]=[CH:18][CH:19]=[CH:20][C:15]=4[N:14]=[C:13]3[S:21][CH2:22][CH2:23][CH2:24][C:25]([OH:27])=[O:26])=[CH:9][S:10][C:6]=2[CH:5]=[CH:4][CH:3]=1, predict the reactants needed to synthesize it. The reactants are: [CH3:1][C:2]1[C:7]2[C:8]([CH2:11][N:12]3[C:16]4[CH:17]=[CH:18][CH:19]=[CH:20][C:15]=4[N:14]=[C:13]3[S:21][CH2:22][CH2:23][CH2:24][C:25]([OH:27])=[O:26])=[CH:9][S:10][C:6]=2[CH:5]=[CH:4][CH:3]=1.O1CCOCC1.[ClH:34].